From a dataset of Merck oncology drug combination screen with 23,052 pairs across 39 cell lines. Regression. Given two drug SMILES strings and cell line genomic features, predict the synergy score measuring deviation from expected non-interaction effect. (1) Drug 1: O=C(CCCCCCC(=O)Nc1ccccc1)NO. Drug 2: Nc1ccn(C2OC(CO)C(O)C2(F)F)c(=O)n1. Cell line: NCIH2122. Synergy scores: synergy=5.54. (2) Drug 1: O=C(NOCC(O)CO)c1ccc(F)c(F)c1Nc1ccc(I)cc1F. Drug 2: NC1CCCCC1N.O=C(O)C(=O)O.[Pt+2]. Cell line: CAOV3. Synergy scores: synergy=13.2.